Dataset: Full USPTO retrosynthesis dataset with 1.9M reactions from patents (1976-2016). Task: Predict the reactants needed to synthesize the given product. (1) Given the product [CH3:1][C:2]1[CH:3]=[CH:4][C:5]([CH2:8][C:9]2[CH:14]=[CH:13][C:12]([O:15][C:16]([N:18]3[CH2:23][CH2:22][CH:21]([S:25][C:26]4[N:30]=[CH:29][NH:28][N:27]=4)[CH2:20][CH2:19]3)=[O:17])=[CH:11][CH:10]=2)=[N:6][CH:7]=1, predict the reactants needed to synthesize it. The reactants are: [CH3:1][C:2]1[CH:3]=[CH:4][C:5]([CH2:8][C:9]2[CH:14]=[CH:13][C:12]([O:15][C:16]([N:18]3[CH2:23][CH2:22][CH:21](O)[CH2:20][CH2:19]3)=[O:17])=[CH:11][CH:10]=2)=[N:6][CH:7]=1.[SH:25][C:26]1[N:30]=[CH:29][NH:28][N:27]=1.C1(P(C2C=CC=CC=2)C2C=CC=CC=2)C=CC=CC=1.CCOC(/N=N/C(OCC)=O)=O.C(P(CCCC)CCCC)CCC.C1CCN(C(N=NC(N2CCCCC2)=O)=O)CC1. (2) Given the product [CH:22]1([C:12]2[C:11]([C:2]3[NH:3][C:4]4[CH2:10][CH2:9][NH:8][CH2:7][CH2:6][C:5]=4[N:1]=3)=[CH:20][C:15]([C:16]([O:18][CH3:19])=[O:17])=[C:14]([CH3:21])[CH:13]=2)[CH2:24][CH2:23]1, predict the reactants needed to synthesize it. The reactants are: [NH:1]1[C:5]2[CH2:6][CH2:7][NH:8][CH2:9][CH2:10][C:4]=2[N:3]=[C:2]1[C:11]1[C:12]([CH3:22])=[CH:13][C:14]([CH3:21])=[C:15]([CH:20]=1)[C:16]([O:18][CH3:19])=[O:17].[CH:23]1(C2C(I)=CC(C(O)=O)=C(C)C=2)C[CH2:24]1.IC1C(C)=CC(C)=C(C=1)C(O)=O.